This data is from NCI-60 drug combinations with 297,098 pairs across 59 cell lines. The task is: Regression. Given two drug SMILES strings and cell line genomic features, predict the synergy score measuring deviation from expected non-interaction effect. Drug 1: C1CC(=O)NC(=O)C1N2CC3=C(C2=O)C=CC=C3N. Drug 2: N.N.Cl[Pt+2]Cl. Cell line: A549. Synergy scores: CSS=8.20, Synergy_ZIP=-2.16, Synergy_Bliss=1.01, Synergy_Loewe=-0.562, Synergy_HSA=-0.166.